Dataset: Reaction yield outcomes from USPTO patents with 853,638 reactions. Task: Predict the reaction yield, written as a fraction of the theoretical maximum amount of product (1.0 means a 100% yield; for example, 0.34 means a 34% yield). (1) The reactants are ON1C2C=CC=CC=2N=N1.[C:11]1([CH2:17][CH2:18][CH2:19][NH2:20])[CH:16]=[CH:15][CH:14]=[CH:13][CH:12]=1.CN1CCOCC1.Cl.[CH3:29][N:30]([CH3:47])[C:31]1([C:41]2[CH:46]=[CH:45][CH:44]=[CH:43][CH:42]=2)[CH2:36][CH2:35][C:34](=[CH:37][C:38](O)=[O:39])[CH2:33][CH2:32]1.C1(N=C=NC2CCCCC2)CCCCC1.[OH-].[Na+]. The catalyst is CN(C)C=O.O. The product is [CH3:47][N:30]([CH3:29])[C:31]1([C:41]2[CH:42]=[CH:43][CH:44]=[CH:45][CH:46]=2)[CH2:36][CH2:35][C:34](=[CH:37][C:38]([NH:20][CH2:19][CH2:18][CH2:17][C:11]2[CH:16]=[CH:15][CH:14]=[CH:13][CH:12]=2)=[O:39])[CH2:33][CH2:32]1. The yield is 0.550. (2) The reactants are [Br:1][C:2]1[C:15]2[C:10](=CC=CC=2)[C:9]([C:9]2[C:8]3[C:3]([C:2]([Br:1])=[C:15]4[C:10]=2C=CC=C4)=CC=CC=3)=[C:8]2[C:3]=1C=CC=C2.[C:31]1(C)[CH:36]=[CH:35]C=[CH:33][CH:32]=1.[H-].[CH2:44]([Al+][CH2:44][CH:45]([CH3:47])[CH3:46])[CH:45]([CH3:47])[CH3:46]. The catalyst is Cl[Pd](Cl)([P](C1C=CC=CC=1)(C1C=CC=CC=1)C1C=CC=CC=1)[P](C1C=CC=CC=1)(C1C=CC=CC=1)C1C=CC=CC=1.C1COCC1. The product is [Br:1][C:2]1[CH:3]=[C:8]([CH:44]=[C:45]([CH3:46])[C:47]2[CH:35]=[CH:36][CH:31]=[CH:32][CH:33]=2)[CH:9]=[CH:10][CH:15]=1. The yield is 0.720. (3) The reactants are Cl[C:2]1[CH:11]=[C:10]([C:12]#[N:13])[C:5]([C:6]([O:8][CH3:9])=[O:7])=[C:4]([C:14]2[CH:15]=[N:16][N:17]([CH2:19][CH3:20])[CH:18]=2)[N:3]=1.CCN(C(C)C)C(C)C.[NH2:30][C@@H:31]1[CH2:36][CH2:35][CH2:34][CH2:33][C@@H:32]1[NH:37][C:38](=[O:44])[O:39][C:40]([CH3:43])([CH3:42])[CH3:41]. The catalyst is CN(C=O)C. The product is [C:40]([O:39][C:38]([NH:37][C@H:32]1[CH2:33][CH2:34][CH2:35][CH2:36][C@H:31]1[NH:30][C:2]1[CH:11]=[C:10]([C:12]#[N:13])[C:5]([C:6]([O:8][CH3:9])=[O:7])=[C:4]([C:14]2[CH:15]=[N:16][N:17]([CH2:19][CH3:20])[CH:18]=2)[N:3]=1)=[O:44])([CH3:43])([CH3:41])[CH3:42]. The yield is 0.190. (4) The reactants are [Cl:1][C:2]1[C:7]([O:8][CH3:9])=[CH:6][C:5]([O:10][CH3:11])=[C:4]([Cl:12])[C:3]=1[C:13]1[CH:14]=[C:15]2[C:20](=[CH:21][CH:22]=1)[N:19]=[C:18]([NH:23][C@H:24]1[C@@H:28]([NH2:29])[CH2:27]OC1)[N:17]=[CH:16]2.CCN(C(C)C)[CH:33]([CH3:35])[CH3:34].[C:39](Cl)(=[O:42])[CH:40]=[CH2:41]. The catalyst is ClCCl. The product is [Cl:12][C:4]1[C:5]([O:10][CH3:11])=[CH:6][C:7]([O:8][CH3:9])=[C:2]([Cl:1])[C:3]=1[C:13]1[CH:14]=[C:15]2[C:20](=[CH:21][CH:22]=1)[N:19]=[C:18]([NH:23][C@@H:24]1[CH2:35][CH2:33][CH2:34][CH2:27][C@@H:28]1[NH:29][C:39](=[O:42])[CH:40]=[CH2:41])[N:17]=[CH:16]2. The yield is 0.760.